From a dataset of Forward reaction prediction with 1.9M reactions from USPTO patents (1976-2016). Predict the product of the given reaction. (1) The product is: [C:1]([O:5][C:6]([NH:8][CH2:9][CH2:10][CH:11]([C:19]1[N:20]=[C:21]([N:29]2[CH2:30][CH2:31][O:32][CH2:33][CH2:34]2)[S:22][C:23]=1[C:24]([O:26][CH2:27][CH3:28])=[O:25])[C:12]1[CH:17]=[CH:16][C:15]([Cl:18])=[CH:14][CH:13]=1)=[O:7])([CH3:2])([CH3:3])[CH3:4]. Given the reactants [C:1]([O:5][C:6]([NH:8][CH2:9]/[CH:10]=[C:11](/[C:19]1[N:20]=[C:21]([N:29]2[CH2:34][CH2:33][O:32][CH2:31][CH2:30]2)[S:22][C:23]=1[C:24]([O:26][CH2:27][CH3:28])=[O:25])\[C:12]1[CH:17]=[CH:16][C:15]([Cl:18])=[CH:14][CH:13]=1)=[O:7])([CH3:4])([CH3:3])[CH3:2].[H][H], predict the reaction product. (2) Given the reactants [N:1]1([C:7]2[CH:8]=[C:9]([OH:15])[C:10](=[CH:13][CH:14]=2)[CH:11]=[O:12])[CH2:6][CH2:5][O:4][CH2:3][CH2:2]1.[CH2:16]([Mg]Br)[CH3:17], predict the reaction product. The product is: [OH:15][C:9]1[CH:8]=[C:7]([N:1]2[CH2:2][CH2:3][O:4][CH2:5][CH2:6]2)[CH:14]=[CH:13][C:10]=1[C:11](=[O:12])[CH2:16][CH3:17]. (3) Given the reactants [Br:1][C:2]1[CH:7]=[CH:6][C:5]([CH:8]([C:20]2[CH:25]=[CH:24][CH:23]=[CH:22][C:21]=2[CH3:26])[CH2:9][C:10]([C:12]2[C:13]([CH3:19])=[CH:14][C:15](=[O:18])[NH:16][CH:17]=2)=[O:11])=[CH:4][CH:3]=1.IC.[C:29](=O)([O-])[O-].[K+].[K+], predict the reaction product. The product is: [Br:1][C:2]1[CH:3]=[CH:4][C:5]([CH:8]([C:20]2[CH:25]=[CH:24][CH:23]=[CH:22][C:21]=2[CH3:26])[CH2:9][C:10]([C:12]2[C:13]([CH3:19])=[CH:14][C:15](=[O:18])[N:16]([CH3:29])[CH:17]=2)=[O:11])=[CH:6][CH:7]=1. (4) Given the reactants [CH3:1][C:2]1[N:11]=[CH:10][CH:9]=[CH:8][C:3]=1[C:4]([O:6][CH3:7])=[O:5].ClC1C=CC=C(C(OO)=[O:20])C=1.C1(C)C=CC=CC=1, predict the reaction product. The product is: [CH3:1][C:2]1[N+:11]([O-:20])=[CH:10][CH:9]=[CH:8][C:3]=1[C:4]([O:6][CH3:7])=[O:5]. (5) Given the reactants [CH:1]1[CH:2]=[CH:3][C:4]2[NH:11][C:9](=[O:10])[CH:8]=[C:7]([CH2:12][CH:13]([NH:17][C:18]([C:20]3[CH:21]=[CH:22][C:23]([Cl:26])=[CH:24][CH:25]=3)=[O:19])[C:14]([OH:16])=[O:15])[C:5]=2[CH:6]=1.Cl.Cl[CH2:29][C:30]1[CH:39]=[CH:38][C:37]2[C:32](=[CH:33][CH:34]=[CH:35][CH:36]=2)[N:31]=1, predict the reaction product. The product is: [Cl:26][C:23]1[CH:24]=[CH:25][C:20]([C:18]([NH:17][CH:13]([CH2:12][C:7]2[C:5]3[C:4](=[CH:3][CH:2]=[CH:1][CH:6]=3)[NH:11][C:9](=[O:10])[CH:8]=2)[C:14]([O:16][CH2:29][C:30]2[CH:39]=[CH:38][C:37]3[C:32](=[CH:33][CH:34]=[CH:35][CH:36]=3)[N:31]=2)=[O:15])=[O:19])=[CH:21][CH:22]=1.